From a dataset of Full USPTO retrosynthesis dataset with 1.9M reactions from patents (1976-2016). Predict the reactants needed to synthesize the given product. Given the product [NH2:1][C:2]1[N:7]=[C:6]([NH:8][C:9]2[CH:14]=[CH:13][C:12]([CH2:15][O:16][C:27](=[O:33])[CH2:28][CH2:29][C:30]([OH:32])=[O:31])=[CH:11][CH:10]=2)[CH:5]=[C:4]([C:17]2[CH:22]=[C:21]([Cl:23])[CH:20]=[CH:19][C:18]=2[O:24][CH2:25][CH3:26])[N:3]=1, predict the reactants needed to synthesize it. The reactants are: [NH2:1][C:2]1[N:7]=[C:6]([NH:8][C:9]2[CH:14]=[CH:13][C:12]([CH2:15][OH:16])=[CH:11][CH:10]=2)[CH:5]=[C:4]([C:17]2[CH:22]=[C:21]([Cl:23])[CH:20]=[CH:19][C:18]=2[O:24][CH2:25][CH3:26])[N:3]=1.[C:27]1(=[O:33])[O:32][C:30](=[O:31])[CH2:29][CH2:28]1.